Dataset: Forward reaction prediction with 1.9M reactions from USPTO patents (1976-2016). Task: Predict the product of the given reaction. Given the reactants Cl[C:2]1[CH:7]=[C:6]([C:8]2[S:9][CH:10]=[C:11]([C:13]3[C:18](=[O:19])[NH:17][C:16]([CH3:20])=[C:15]([C:21]([OH:23])=[O:22])[CH:14]=3)[N:12]=2)[CH:5]=[CH:4][N:3]=1.C[O:25][C:26]1[CH:27]=C(C=CN=1)C(N)=S, predict the reaction product. The product is: [CH2:26]([O:25][C:2]1[CH:7]=[C:6]([C:8]2[S:9][CH:10]=[C:11]([C:13]3[C:18](=[O:19])[NH:17][C:16]([CH3:20])=[C:15]([C:21]([OH:23])=[O:22])[CH:14]=3)[N:12]=2)[CH:5]=[CH:4][N:3]=1)[CH3:27].